This data is from Reaction yield outcomes from USPTO patents with 853,638 reactions. The task is: Predict the reaction yield, written as a fraction of the theoretical maximum amount of product (1.0 means a 100% yield; for example, 0.34 means a 34% yield). (1) The reactants are [F:1][C:2]1([F:41])[CH2:5][CH:4]([NH:6][C:7]([NH:9][C@:10]([C:32]2[CH:37]=[CH:36][C:35]([F:38])=[C:34]([CH:39]=O)[CH:33]=2)([C:18]2[CH:23]=[C:22]([O:24][C:25]([F:30])([F:29])[CH:26]([F:28])[F:27])[CH:21]=[C:20]([F:31])[CH:19]=2)[CH2:11][C:12]2[CH:17]=[CH:16][CH:15]=[CH:14][CH:13]=2)=[O:8])[CH2:3]1.[NH:42]([CH3:44])[CH3:43].C(O)(=O)C.[BH3-]C#N.[Na+]. The catalyst is CO. The product is [F:1][C:2]1([F:41])[CH2:5][CH:4]([NH:6][C:7]([NH:9][C@:10]([C:32]2[CH:37]=[CH:36][C:35]([F:38])=[C:34]([CH2:39][N:42]([CH3:44])[CH3:43])[CH:33]=2)([C:18]2[CH:23]=[C:22]([O:24][C:25]([F:30])([F:29])[CH:26]([F:27])[F:28])[CH:21]=[C:20]([F:31])[CH:19]=2)[CH2:11][C:12]2[CH:17]=[CH:16][CH:15]=[CH:14][CH:13]=2)=[O:8])[CH2:3]1. The yield is 0.440. (2) The reactants are [F:1][C:2]1[CH:3]=[C:4]([C:34]2[C:35]([C:40]#[N:41])=[CH:36][CH:37]=[CH:38][CH:39]=2)[CH:5]=[CH:6][C:7]=1[CH2:8][C:9]1[C:10](=[O:33])[N:11]([C@H:21]2[CH2:26][CH2:25][C@H:24]([O:27][CH2:28][C:29]([OH:32])([CH3:31])[CH3:30])[CH2:23][CH2:22]2)[C:12]2[N:13]([N:18]=[CH:19][CH:20]=2)[C:14]=1[CH2:15][CH2:16][CH3:17].C[Si]([N:46]=[N+:47]=[N-:48])(C)C.C([Sn](=O)CCCC)CCC.C1(C)C=CC=CC=1. The catalyst is O.C(OCC)(=O)C. The product is [F:1][C:2]1[CH:3]=[C:4]([C:34]2[CH:39]=[CH:38][CH:37]=[CH:36][C:35]=2[C:40]2[NH:48][N:47]=[N:46][N:41]=2)[CH:5]=[CH:6][C:7]=1[CH2:8][C:9]1[C:10](=[O:33])[N:11]([C@H:21]2[CH2:26][CH2:25][C@H:24]([O:27][CH2:28][C:29]([OH:32])([CH3:30])[CH3:31])[CH2:23][CH2:22]2)[C:12]2[N:13]([N:18]=[CH:19][CH:20]=2)[C:14]=1[CH2:15][CH2:16][CH3:17]. The yield is 0.460. (3) The reactants are [C:1]([O:8][CH3:9])(=[O:7])[CH2:2][CH2:3][C:4]([O-])=[O:5].C1N=CN(C(N2C=NC=C2)=O)C=1.O/[N:23]=[C:24](\[NH2:32])/[CH2:25][C:26]1[CH:31]=[CH:30][CH:29]=[CH:28][CH:27]=1. The catalyst is CN(C=O)C. The product is [CH2:25]([C:24]1[N:32]=[C:4]([CH2:3][CH2:2][C:1]([O:8][CH3:9])=[O:7])[O:5][N:23]=1)[C:26]1[CH:31]=[CH:30][CH:29]=[CH:28][CH:27]=1. The yield is 0.697.